From a dataset of Full USPTO retrosynthesis dataset with 1.9M reactions from patents (1976-2016). Predict the reactants needed to synthesize the given product. (1) Given the product [CH:10]1([CH2:9][O:8][C:7]2[N:6]=[C:5]([C:13]([OH:15])=[O:14])[CH:4]=[CH:3][C:2]=2[CH:19]2[CH2:20][CH2:21][O:16][CH2:17][CH2:18]2)[CH2:12][CH2:11]1, predict the reactants needed to synthesize it. The reactants are: Br[C:2]1[CH:3]=[CH:4][C:5]([C:13]([OH:15])=[O:14])=[N:6][C:7]=1[O:8][CH2:9][CH:10]1[CH2:12][CH2:11]1.[O:16]1[CH2:21][CH:20]=[C:19](B2OC(C)(C)C(C)(C)O2)[CH2:18][CH2:17]1.C(=O)([O-])[O-].[Na+].[Na+].O. (2) Given the product [I:29][C:11]1[CH:10]=[N:9][N:8]2[C:3]([C:2]([F:1])([F:22])[F:23])=[CH:4][C:5]([C:12]3[CH:13]=[CH:14][C:15]([C:18]([F:21])([F:20])[F:19])=[CH:16][CH:17]=3)=[N:6][C:7]=12, predict the reactants needed to synthesize it. The reactants are: [F:1][C:2]([F:23])([F:22])[C:3]1[N:8]2[N:9]=[CH:10][CH:11]=[C:7]2[N:6]=[C:5]([C:12]2[CH:17]=[CH:16][C:15]([C:18]([F:21])([F:20])[F:19])=[CH:14][CH:13]=2)[CH:4]=1.CC([O-])=O.[Na+].[I:29]Cl. (3) Given the product [C:1]1([C:7]2[N:12]=[CH:11][C:10]([C:13]3[CH:14]=[N:15][N:16]4[C:21]([NH2:22])=[CH:20][C:19]([CH:39]5[CH2:44][CH2:43][S:42](=[O:45])(=[O:46])[CH2:41][CH2:40]5)=[N:18][C:17]=34)=[CH:9][CH:8]=2)[CH:2]=[CH:3][CH:4]=[CH:5][CH:6]=1, predict the reactants needed to synthesize it. The reactants are: [C:1]1([C:7]2[N:12]=[CH:11][C:10]([C:13]3[CH:14]=[N:15][N:16]4[C:21]([N:22](COCC[Si](C)(C)C)COCC[Si](C)(C)C)=[CH:20][C:19]([CH:39]5[CH2:44][CH2:43][S:42](=[O:46])(=[O:45])[CH2:41][CH2:40]5)=[N:18][C:17]=34)=[CH:9][CH:8]=2)[CH:6]=[CH:5][CH:4]=[CH:3][CH:2]=1.C(O)(C(F)(F)F)=O. (4) The reactants are: [Br:1][C:2]1[CH:7]=[C:6]([O:8][CH3:9])[C:5]([O:10][CH3:11])=[CH:4][C:3]=1[S:12](Cl)(=[O:14])=[O:13].[CH3:16][N:17]([CH2:19][CH2:20][O:21][C:22]1[CH:23]=[C:24]([CH:26]=[CH:27][C:28]=1[Cl:29])[NH2:25])[CH3:18]. Given the product [Br:1][C:2]1[CH:7]=[C:6]([O:8][CH3:9])[C:5]([O:10][CH3:11])=[CH:4][C:3]=1[S:12]([NH:25][C:24]1[CH:26]=[CH:27][C:28]([Cl:29])=[C:22]([O:21][CH2:20][CH2:19][N:17]([CH3:18])[CH3:16])[CH:23]=1)(=[O:14])=[O:13], predict the reactants needed to synthesize it. (5) Given the product [CH3:39][C:29]1[CH:28]=[C:27]([O:26][CH2:25]/[CH:24]=[C:23](/[C:40]2[CH:41]=[CH:42][C:43]([C:46]3[S:47][C:48]([CH3:51])=[CH:49][CH:50]=3)=[CH:44][CH:45]=2)\[C:20]2[CH:21]=[CH:22][C:17]([C:3]#[C:2][CH2:1][N:4]3[CH2:8][CH2:7][CH2:6][CH2:5]3)=[CH:18][CH:19]=2)[CH:38]=[CH:37][C:30]=1[O:31][CH2:32][C:33]([O:35][CH3:36])=[O:34], predict the reactants needed to synthesize it. The reactants are: [CH2:1]([N:4]1[CH2:8][CH2:7][CH2:6][CH2:5]1)[C:2]#[CH:3].C(NC(C)C)(C)C.I[C:17]1[CH:22]=[CH:21][C:20](/[C:23](/[C:40]2[CH:45]=[CH:44][C:43]([C:46]3[S:47][C:48]([CH3:51])=[CH:49][CH:50]=3)=[CH:42][CH:41]=2)=[CH:24]\[CH2:25][O:26][C:27]2[CH:38]=[CH:37][C:30]([O:31][CH2:32][C:33]([O:35][CH3:36])=[O:34])=[C:29]([CH3:39])[CH:28]=2)=[CH:19][CH:18]=1.